This data is from Peptide-MHC class I binding affinity with 185,985 pairs from IEDB/IMGT. The task is: Regression. Given a peptide amino acid sequence and an MHC pseudo amino acid sequence, predict their binding affinity value. This is MHC class I binding data. (1) The peptide sequence is APPPSWDQM. The MHC is Mamu-A01 with pseudo-sequence Mamu-A01. The binding affinity (normalized) is 0.327. (2) The peptide sequence is IMLEYPHFK. The MHC is HLA-A11:01 with pseudo-sequence HLA-A11:01. The binding affinity (normalized) is 0.939. (3) The peptide sequence is DPRDDLSGM. The MHC is HLA-B58:01 with pseudo-sequence HLA-B58:01. The binding affinity (normalized) is 0.0847. (4) The peptide sequence is LPESDLDKVY. The MHC is HLA-B53:01 with pseudo-sequence HLA-B53:01. The binding affinity (normalized) is 0.423. (5) The binding affinity (normalized) is 0.612. The peptide sequence is VETIVLMAV. The MHC is H-2-Kk with pseudo-sequence H-2-Kk. (6) The peptide sequence is YRTAVCGLY. The MHC is HLA-A01:01 with pseudo-sequence HLA-A01:01. The binding affinity (normalized) is 0.258. (7) The peptide sequence is TIPTNIPTL. The MHC is HLA-B40:01 with pseudo-sequence HLA-B40:01. The binding affinity (normalized) is 0.0847. (8) The peptide sequence is NLNQVIQSV. The MHC is H-2-Db with pseudo-sequence H-2-Db. The binding affinity (normalized) is 0. (9) The peptide sequence is GQWDGWVWL. The MHC is HLA-A03:01 with pseudo-sequence HLA-A03:01. The binding affinity (normalized) is 0.0847.